Predict the reactants needed to synthesize the given product. From a dataset of Full USPTO retrosynthesis dataset with 1.9M reactions from patents (1976-2016). (1) Given the product [NH:14]1[CH2:15][CH2:16][CH:12]([O:11][CH:8]2[CH2:7][CH2:6][CH:5]([CH2:4][C:3]([O:2][CH3:1])=[O:27])[CH2:10][CH2:9]2)[CH2:13]1, predict the reactants needed to synthesize it. The reactants are: [CH3:1][O:2][C:3](=[O:27])[CH2:4][CH:5]1[CH2:10][CH2:9][CH:8]([O:11][CH:12]2[CH2:16][CH2:15][N:14](C(OCC3C=CC=CC=3)=O)[CH2:13]2)[CH2:7][CH2:6]1. (2) The reactants are: Br[C:2]1[CH:20]=[CH:19][C:5]([CH2:6][CH:7]2[CH2:11][CH2:10][N:9]([CH:12]3[CH2:17][CH2:16][CH2:15][CH2:14][CH2:13]3)[C:8]2=[O:18])=[C:4]([Cl:21])[CH:3]=1.[Cu](C#N)[C:23]#[N:24]. Given the product [Cl:21][C:4]1[CH:3]=[C:2]([CH:20]=[CH:19][C:5]=1[CH2:6][CH:7]1[CH2:11][CH2:10][N:9]([CH:12]2[CH2:17][CH2:16][CH2:15][CH2:14][CH2:13]2)[C:8]1=[O:18])[C:23]#[N:24], predict the reactants needed to synthesize it. (3) The reactants are: I[C:2]1[CH:3]=[C:4]([CH:8]([O:18][CH:19]2[CH2:24][CH2:23][N:22]([CH3:25])[CH2:21][CH2:20]2)[C:9]2[S:10][C:11]3[CH:17]=[CH:16][CH:15]=[CH:14][C:12]=3[N:13]=2)[CH:5]=[CH:6][CH:7]=1.CC1C=NC2C(C=1C)=CC=C1C=2N=CC(C)=C1C.[C:44](=[O:47])([O-:46])[O-].[Cs+].[Cs+].[CH2:50]([OH:54])[CH2:51][CH2:52][OH:53]. Given the product [S:10]1[C:11]2[CH:17]=[CH:16][CH:15]=[CH:14][C:12]=2[N:13]=[C:9]1[CH:8]([O:18][CH:19]1[CH2:24][CH2:23][N:22]([CH3:25])[CH2:21][CH2:20]1)[C:4]1[CH:3]=[C:2]([CH:7]=[CH:6][CH:5]=1)[O:53][CH2:52][CH2:51][CH2:50][OH:54].[C:19]([O-:18])(=[O:53])[C:44]([O-:46])=[O:47], predict the reactants needed to synthesize it. (4) Given the product [C:13]1([C:16]2[CH:21]=[CH:20][CH:19]=[CH:18][CH:17]=2)[CH:14]=[CH:15][C:10]([CH2:9][C@H:8]2[NH:22][C:5](=[O:4])[C@@H:6]([CH3:23])[CH2:7]2)=[CH:11][CH:12]=1.[C:13]1([C:16]2[CH:17]=[CH:18][CH:19]=[CH:20][CH:21]=2)[CH:12]=[CH:11][C:10]([CH2:9][C@H:8]2[N:22]([CH2:31][N:45]3[CH2:49][CH2:48][CH2:47][CH2:46]3)[C:5](=[O:24])[C@H:6]([CH3:23])[CH2:7]2)=[CH:15][CH:14]=1, predict the reactants needed to synthesize it. The reactants are: Cl.C([O:4][C:5](=[O:24])[C@@H:6]([CH3:23])[CH2:7][C@H:8]([NH2:22])[CH2:9][C:10]1[CH:15]=[CH:14][C:13]([C:16]2[CH:21]=[CH:20][CH:19]=[CH:18][CH:17]=2)=[CH:12][CH:11]=1)C.C(OC(=O)[C@H](C)C[C@H:31]([N:45]1[C:49](=O)[CH2:48][CH2:47][C:46]1=O)CC1C=CC(C2C=CC=CC=2)=CC=1)C. (5) Given the product [CH2:17]([O:12][C:9]1[CH:10]=[CH:11][C:2]([Cl:1])=[C:3]2[C:8]=1[N:7]=[CH:6][CH:5]=[CH:4]2)[CH:16]=[CH2:15], predict the reactants needed to synthesize it. The reactants are: [Cl:1][C:2]1[CH:11]=[CH:10][C:9]([OH:12])=[C:8]2[C:3]=1[CH:4]=[CH:5][CH:6]=[N:7]2.[OH-].[Na+].[CH2:15](Br)[CH:16]=[CH2:17]. (6) Given the product [CH3:25][O:24][C:22]1[CH:23]=[C:18]([C:14]2[CH:13]=[C:12]([CH2:11][N:1]3[CH2:6][CH2:5][CH:4]([C:7]([NH2:9])=[O:8])[CH2:3][CH2:2]3)[CH:17]=[CH:16][N:15]=2)[CH:19]=[C:20]([O:28][CH3:29])[C:21]=1[O:26][CH3:27], predict the reactants needed to synthesize it. The reactants are: [NH:1]1[CH2:6][CH2:5][CH:4]([C:7]([NH2:9])=[O:8])[CH2:3][CH2:2]1.Cl[CH2:11][C:12]1[CH:17]=[CH:16][N:15]=[C:14]([C:18]2[CH:23]=[C:22]([O:24][CH3:25])[C:21]([O:26][CH3:27])=[C:20]([O:28][CH3:29])[CH:19]=2)[CH:13]=1. (7) Given the product [F:33][C:31]([F:34])([F:32])[C:28]1[CH:29]=[C:30]2[C:25](=[CH:26][CH:27]=1)[N:24]=[CH:23][CH:22]=[C:21]2[O:20][CH2:19][CH2:18][CH2:17][CH2:16][CH2:15][O:14][C:10]1[C:11](=[O:13])[CH:12]=[C:7]([CH2:6][N:35]2[CH2:40][CH2:39][O:38][CH2:37][CH2:36]2)[O:8][CH:9]=1, predict the reactants needed to synthesize it. The reactants are: CS(O[CH2:6][C:7]1[O:8][CH:9]=[C:10]([O:14][CH2:15][CH2:16][CH2:17][CH2:18][CH2:19][O:20][C:21]2[C:30]3[C:25](=[CH:26][CH:27]=[C:28]([C:31]([F:34])([F:33])[F:32])[CH:29]=3)[N:24]=[CH:23][CH:22]=2)[C:11](=[O:13])[CH:12]=1)(=O)=O.[NH:35]1[CH2:40][CH2:39][O:38][CH2:37][CH2:36]1. (8) The reactants are: [CH3:1][O:2][CH2:3][CH:4]1[CH2:9][CH2:8][CH2:7][N:6](C(OC(C)(C)C)=O)[CH2:5]1.FC(F)(F)C(O)=O. Given the product [CH3:1][O:2][CH2:3][CH:4]1[CH2:9][CH2:8][CH2:7][NH:6][CH2:5]1, predict the reactants needed to synthesize it. (9) The reactants are: [OH-].[Na+].[CH2:3]([O:5][C:6]1[CH:11]=[C:10]([C:12]([O:14]C)=[O:13])[CH:9]=[CH:8][C:7]=1[C:16]1[CH:21]=[CH:20][CH:19]=[CH:18][C:17]=1[CH2:22][CH3:23])[CH3:4]. Given the product [CH2:3]([O:5][C:6]1[CH:11]=[C:10]([C:12]([OH:14])=[O:13])[CH:9]=[CH:8][C:7]=1[C:16]1[CH:21]=[CH:20][CH:19]=[CH:18][C:17]=1[CH2:22][CH3:23])[CH3:4], predict the reactants needed to synthesize it.